Dataset: Catalyst prediction with 721,799 reactions and 888 catalyst types from USPTO. Task: Predict which catalyst facilitates the given reaction. (1) Reactant: C(OC([N:8]1[C:16]2[C:11](=[CH:12][CH:13]=[CH:14][CH:15]=2)[C:10]([CH2:17][CH:18]2[C:27]3[N:23]([C:24]([C:28]4[CH:33]=[CH:32][CH:31]=[CH:30][CH:29]=4)=[N:25][N:26]=3)[C:22]3[CH:34]=[CH:35][CH:36]=[CH:37][C:21]=3[N:20]([CH2:38][C:39](=[O:50])[N:40]([CH:47]([CH3:49])[CH3:48])[C:41]3[CH:46]=[CH:45][CH:44]=[CH:43][CH:42]=3)[C:19]2=[O:51])=[N:9]1)=O)(C)(C)C.Cl. Product: [NH:8]1[C:16]2[C:11](=[CH:12][CH:13]=[CH:14][CH:15]=2)[C:10]([CH2:17][CH:18]2[C:27]3[N:23]([C:24]([C:28]4[CH:33]=[CH:32][CH:31]=[CH:30][CH:29]=4)=[N:25][N:26]=3)[C:22]3[CH:34]=[CH:35][CH:36]=[CH:37][C:21]=3[N:20]([CH2:38][C:39]([N:40]([CH:47]([CH3:48])[CH3:49])[C:41]3[CH:46]=[CH:45][CH:44]=[CH:43][CH:42]=3)=[O:50])[C:19]2=[O:51])=[N:9]1. The catalyst class is: 225. (2) Reactant: [Cl:1][C:2]1[CH:7]=[C:6]([O:8][CH3:9])[CH:5]=[CH:4][C:3]=1[OH:10].[C:11]([O:15][C:16]([N:18]1[CH2:23][CH2:22][CH:21]([N:24]2[C:28]3=[N:29][CH:30]=[N:31][C:32](Cl)=[C:27]3[CH:26]=[N:25]2)[CH2:20][CH2:19]1)=[O:17])([CH3:14])([CH3:13])[CH3:12].C(=O)([O-])[O-].[K+].[K+].C(=O)([O-])[O-].[Na+].[Na+]. Product: [C:11]([O:15][C:16]([N:18]1[CH2:19][CH2:20][CH:21]([N:24]2[C:28]3=[N:29][CH:30]=[N:31][C:32]([O:10][C:3]4[CH:4]=[CH:5][C:6]([O:8][CH3:9])=[CH:7][C:2]=4[Cl:1])=[C:27]3[CH:26]=[N:25]2)[CH2:22][CH2:23]1)=[O:17])([CH3:14])([CH3:12])[CH3:13]. The catalyst class is: 9. (3) Reactant: [CH2:1]([O:5][C:6]1[CH:11]=[CH:10][C:9]([C:12]2[S:16][C:15]([S:17]([CH2:20][C:21]([O:23][C:24]([CH3:27])([CH3:26])[CH3:25])=[O:22])(=[O:19])=[O:18])=[CH:14][CH:13]=2)=[CH:8][CH:7]=1)[CH2:2][CH2:3][CH3:4].[CH2:28]1O[CH2:32][CH2:31][O:30][CH2:29][CH2:28]O[CH2:32][CH2:31][O:30][CH2:29][CH2:28]O[CH2:32][CH2:31][O:30][CH2:29]1.C(=O)([O-])[O-].[K+].[K+].BrCCOCCBr. Product: [C:24]([O:23][C:21]([C:20]1([S:17]([C:15]2[S:16][C:12]([C:9]3[CH:8]=[CH:7][C:6]([O:5][CH2:1][CH2:2][CH2:3][CH3:4])=[CH:11][CH:10]=3)=[CH:13][CH:14]=2)(=[O:19])=[O:18])[CH2:32][CH2:31][O:30][CH2:29][CH2:28]1)=[O:22])([CH3:26])([CH3:25])[CH3:27]. The catalyst class is: 35.